This data is from Forward reaction prediction with 1.9M reactions from USPTO patents (1976-2016). The task is: Predict the product of the given reaction. (1) Given the reactants Cl[C:2]1[CH:7]=[C:6]([N:8]2[CH2:13][CH2:12][CH:11]([NH:14][C:15]3[N:31]=[C:18]4[C:19]([C:23]5[CH:28]=[CH:27][C:26](F)=[C:25]([F:30])[CH:24]=5)=[CH:20][CH:21]=[CH:22][N:17]4[N:16]=3)[CH2:10][CH2:9]2)[CH:5]=[CH:4][N:3]=1.[O-:32][CH2:33][CH3:34].[Na+], predict the reaction product. The product is: [CH2:33]([O:32][C:26]1[CH:27]=[CH:28][C:23]([C:19]2[C:18]3[N:17]([N:16]=[C:15]([NH:14][CH:11]4[CH2:10][CH2:9][N:8]([C:6]5[CH:5]=[CH:4][N:3]=[CH:2][CH:7]=5)[CH2:13][CH2:12]4)[N:31]=3)[CH:22]=[CH:21][CH:20]=2)=[CH:24][C:25]=1[F:30])[CH3:34]. (2) Given the reactants [NH2:1][C:2]1[N:6]([C@H:7]2[CH2:12][CH2:11][C@H:10]([O:13][Si:14]([C:17]([CH3:20])([CH3:19])[CH3:18])([CH3:16])[CH3:15])[CH2:9][CH2:8]2)[C:5]2[CH:21]=[CH:22][C:23]([C:25]([O:27][CH2:28][CH3:29])=[O:26])=[CH:24][C:4]=2[N:3]=1.[Br:30][C:31]1[CH:32]=[C:33]2[C:37](=[CH:38][CH:39]=1)[N:36]([CH2:40][O:41][CH2:42][CH2:43][Si:44]([CH3:47])([CH3:46])[CH3:45])[N:35]=[C:34]2I.O1CCOCC1.P([O-])([O-])([O-])=O.[K+].[K+].[K+].CC1(C)C2C(=C(P(C3C=CC=CC=3)C3C=CC=CC=3)C=CC=2)OC2C(P(C3C=CC=CC=3)C3C=CC=CC=3)=CC=CC1=2, predict the reaction product. The product is: [Br:30][C:31]1[CH:32]=[C:33]2[C:37](=[CH:38][CH:39]=1)[N:36]([CH2:40][O:41][CH2:42][CH2:43][Si:44]([CH3:47])([CH3:46])[CH3:45])[N:35]=[C:34]2[NH:1][C:2]1[N:6]([C@H:7]2[CH2:12][CH2:11][C@H:10]([O:13][Si:14]([C:17]([CH3:20])([CH3:19])[CH3:18])([CH3:15])[CH3:16])[CH2:9][CH2:8]2)[C:5]2[CH:21]=[CH:22][C:23]([C:25]([O:27][CH2:28][CH3:29])=[O:26])=[CH:24][C:4]=2[N:3]=1.